Task: Predict the reaction yield, written as a fraction of the theoretical maximum amount of product (1.0 means a 100% yield; for example, 0.34 means a 34% yield).. Dataset: Reaction yield outcomes from USPTO patents with 853,638 reactions (1) The reactants are [OH:1][C:2]1[CH:7]=[CH:6][C:5]([C:8](=[O:10])[CH3:9])=[CH:4][CH:3]=1.C(=O)([O-])[O-].[K+].[K+].[CH:17](I)([CH3:19])[CH3:18]. The catalyst is CN(C)C=O. The product is [CH:17]([O:1][C:2]1[CH:7]=[CH:6][C:5]([C:8](=[O:10])[CH3:9])=[CH:4][CH:3]=1)([CH3:19])[CH3:18]. The yield is 0.610. (2) The reactants are F[C:2]1(F)[CH2:4][CH:3]1[CH2:5][N:6]1[CH2:10][CH2:9][N:8]([C:11]2[S:12][C:13]([C:17]([O:19]CC)=[O:18])=[C:14]([CH3:16])[N:15]=2)[C:7]1=[O:22].C(N1CCN(C2SC(C(OCC)=O)=C(C)N=2)C1=O)C(C)C. No catalyst specified. The product is [CH2:5]([N:6]1[CH2:10][CH2:9][N:8]([C:11]2[S:12][C:13]([C:17]([OH:19])=[O:18])=[C:14]([CH3:16])[N:15]=2)[C:7]1=[O:22])[CH:3]([CH3:4])[CH3:2]. The yield is 0.960. (3) The reactants are [ClH:1].Cl.[NH2:3][C:4]1[NH:5][C:6](=[CH:10][CH2:11][CH2:12][NH2:13])[C:7](=[O:9])[N:8]=1.Cl.NC1NC=C(CCCN[C:25]([C:27]2[N:28]([CH3:34])[C:29]([Br:33])=[C:30]([Br:32])[CH:31]=2)=[O:26])N=1. No catalyst specified. The product is [ClH:1].[NH2:3][C:4]1[NH:5][C:6](=[CH:10][CH2:11][CH2:12][NH:13][C:25]([C:27]2[N:28]([CH3:34])[C:29]([Br:33])=[C:30]([Br:32])[CH:31]=2)=[O:26])[C:7](=[O:9])[N:8]=1. The yield is 0.470.